This data is from Forward reaction prediction with 1.9M reactions from USPTO patents (1976-2016). The task is: Predict the product of the given reaction. Given the reactants [Cl-].O[NH3+].[C:4](=[O:7])([O-])[OH:5].[Na+].[CH3:9][O:10][C:11]1[CH:16]=[CH:15][C:14]([C:17]([C@H:19]2[CH2:24][CH2:23][C@H:22]([N:25]3[C:30](=[O:31])[C:29]([CH2:32][C:33]4[CH:38]=[CH:37][C:36]([C:39]5[C:40]([C:45]#[N:46])=[CH:41][CH:42]=[CH:43][CH:44]=5)=[CH:35][CH:34]=4)=[C:28]([CH2:47][CH2:48][CH3:49])[N:27]4[N:50]=[CH:51][N:52]=[C:26]34)[CH2:21][CH2:20]2)=[O:18])=[CH:13][CH:12]=1.[N:53]12CCCN=C1CCCCC2, predict the reaction product. The product is: [CH3:9][O:10][C:11]1[CH:12]=[CH:13][C:14]([C:17]([C@H:19]2[CH2:20][CH2:21][C@H:22]([N:25]3[C:30](=[O:31])[C:29]([CH2:32][C:33]4[CH:38]=[CH:37][C:36]([C:39]5[CH:44]=[CH:43][CH:42]=[CH:41][C:40]=5[C:45]5[NH:53][C:4](=[O:7])[O:5][N:46]=5)=[CH:35][CH:34]=4)=[C:28]([CH2:47][CH2:48][CH3:49])[N:27]4[N:50]=[CH:51][N:52]=[C:26]34)[CH2:23][CH2:24]2)=[O:18])=[CH:15][CH:16]=1.